Task: Predict the product of the given reaction.. Dataset: Forward reaction prediction with 1.9M reactions from USPTO patents (1976-2016) (1) Given the reactants OC(CC/C=C(/CCC=C(C)C)\C)(C=C)C.CS(C)=O.[CH3:21][C:22]([CH3:36])=[CH:23][CH2:24][CH2:25]/[C:26](/[CH3:35])=[CH:27]/[CH2:28][CH2:29]/[C:30](/[CH3:34])=[CH:31]/[CH:32]=[O:33].[CH3:37][C:38]([CH3:52])=[CH:39][CH2:40][CH2:41]/[C:42](/[CH3:51])=[CH:43]/[CH2:44][CH2:45]/[C:46](/[CH3:50])=[CH:47]\[CH:48]=[O:49], predict the reaction product. The product is: [CH3:21][C:22]([CH3:36])=[CH:23][CH2:24][CH2:25]/[C:26](/[CH3:35])=[CH:27]/[CH2:28][CH2:29]/[C:30](/[CH3:34])=[CH:31]/[CH:32]=[O:33].[CH3:37][C:38]([CH3:52])=[CH:39][CH2:40][CH2:41]/[C:42](/[CH3:51])=[CH:43]/[CH2:44][CH2:45]/[C:46](/[CH3:50])=[CH:47]\[CH:48]=[O:49]. (2) Given the reactants [H-].[Na+].[F:3][C:4]([F:19])([F:18])[C:5]([C:8]1[CH:13]=[CH:12][C:11]([O:14][CH2:15][O:16][CH3:17])=[CH:10][N:9]=1)([OH:7])[CH3:6].[CH3:20][S:21](Cl)(=[O:23])=[O:22].C([O-])(O)=O.[Na+], predict the reaction product. The product is: [F:19][C:4]([F:3])([F:18])[C:5]([O:7][S:21]([CH3:20])(=[O:23])=[O:22])([C:8]1[CH:13]=[CH:12][C:11]([O:14][CH2:15][O:16][CH3:17])=[CH:10][N:9]=1)[CH3:6]. (3) Given the reactants [C:1]([C:3]1[C:4]([CH3:24])=[N:5][C:6]2[N:7]([CH:17]=[C:18]([CH2:20][C:21](O)=[O:22])[N:19]=2)[C:8]=1[C:9]1[CH:14]=[CH:13][C:12]([Cl:15])=[CH:11][C:10]=1[Cl:16])#[N:2].[CH:25]1[CH:30]=[N:29][C:28]2N(O)N=N[C:27]=2C=1.C(Cl)CCl.N1CCCC1, predict the reaction product. The product is: [Cl:16][C:10]1[CH:11]=[C:12]([Cl:15])[CH:13]=[CH:14][C:9]=1[C:8]1[N:7]2[CH:17]=[C:18]([CH2:20][C:21](=[O:22])[N:29]3[CH2:28][CH2:27][CH2:25][CH2:30]3)[N:19]=[C:6]2[N:5]=[C:4]([CH3:24])[C:3]=1[C:1]#[N:2].